Dataset: Full USPTO retrosynthesis dataset with 1.9M reactions from patents (1976-2016). Task: Predict the reactants needed to synthesize the given product. (1) Given the product [C:1]1([CH3:11])[CH:6]=[CH:5][C:4]([S:7]([O:12][CH2:13][C@H:14]2[O:31][C:18]3=[C:19]4[C:23](=[CH:24][CH:25]=[C:17]3[O:16][CH2:15]2)[NH:22][C:21]([C:26]([O:28][CH2:29][CH3:30])=[O:27])=[CH:20]4)(=[O:9])=[O:8])=[CH:3][CH:2]=1, predict the reactants needed to synthesize it. The reactants are: [C:1]1([CH3:11])[CH:6]=[CH:5][C:4]([S:7](Cl)(=[O:9])=[O:8])=[CH:3][CH:2]=1.[OH:12][CH2:13][C@@H:14]1[O:31][C:18]2=[C:19]3[C:23](=[CH:24][CH:25]=[C:17]2[O:16][CH2:15]1)[NH:22][C:21]([C:26]([O:28][CH2:29][CH3:30])=[O:27])=[CH:20]3. (2) Given the product [CH2:15]([C:17]1[CH:22]=[CH:21][C:20]([CH2:23][O:1][C:2]2[N:6]([C:7]3[CH:12]=[C:11]([C:13]#[N:14])[CH:10]=[CH:9][N:8]=3)[N:5]=[CH:4][CH:3]=2)=[CH:19][CH:18]=1)[CH3:16], predict the reactants needed to synthesize it. The reactants are: [OH:1][C:2]1[N:6]([C:7]2[CH:12]=[C:11]([C:13]#[N:14])[CH:10]=[CH:9][N:8]=2)[N:5]=[CH:4][CH:3]=1.[CH2:15]([C:17]1[CH:22]=[CH:21][C:20]([CH2:23]O)=[CH:19][CH:18]=1)[CH3:16]. (3) Given the product [Br:1][C:2]1[CH:7]=[CH:6][C:5]([CH:8]2[CH2:9][CH2:10][S:11](=[O:15])(=[O:14])[CH2:12][CH2:13]2)=[CH:4][C:3]=1[CH3:16], predict the reactants needed to synthesize it. The reactants are: [Br:1][C:2]1[CH:7]=[CH:6][C:5]([C:8]2[CH2:9][CH2:10][S:11](=[O:15])(=[O:14])[CH2:12][CH:13]=2)=[CH:4][C:3]=1[CH3:16]. (4) Given the product [CH2:1]([O:3][C:4]1[CH:11]=[CH:10][CH:9]=[CH:8][C:5]=1[CH:6]=[N+:16]([C:12]([CH3:15])([CH3:14])[CH3:13])[O-:17])[CH3:2], predict the reactants needed to synthesize it. The reactants are: [CH2:1]([O:3][C:4]1[CH:11]=[CH:10][CH:9]=[CH:8][C:5]=1[CH:6]=O)[CH3:2].[C:12]([NH:16][OH:17])([CH3:15])([CH3:14])[CH3:13]. (5) Given the product [CH2:1]([N:3]1[CH:7]=[C:6]([C:8]2[C:13]([F:14])=[CH:12][N:11]=[C:10]3[NH:15][CH:16]=[CH:17][C:9]=23)[C:5]([C:18]2[CH:24]=[CH:23][C:21]([NH:22][C:32](=[O:28])[N:26]([CH3:27])[CH3:25])=[CH:20][CH:19]=2)=[N:4]1)[CH3:2], predict the reactants needed to synthesize it. The reactants are: [CH2:1]([N:3]1[CH:7]=[C:6]([C:8]2[C:13]([F:14])=[CH:12][N:11]=[C:10]3[NH:15][CH:16]=[CH:17][C:9]=23)[C:5]([C:18]2[CH:24]=[CH:23][C:21]([NH2:22])=[CH:20][CH:19]=2)=[N:4]1)[CH3:2].[CH3:25][NH:26][CH3:27].[O:28]1[CH2:32]CCC1.